The task is: Predict the reactants needed to synthesize the given product.. This data is from Full USPTO retrosynthesis dataset with 1.9M reactions from patents (1976-2016). (1) Given the product [F:21][C:18]([F:19])([F:20])[C:2]1([OH:1])[CH2:3][CH2:4][NH:5][CH2:6][CH2:7]1, predict the reactants needed to synthesize it. The reactants are: [OH:1][C:2]1([C:18]([F:21])([F:20])[F:19])[CH2:7][CH2:6][N:5](C(OCC2C=CC=CC=2)=O)[CH2:4][CH2:3]1.C1CCCCC=1. (2) The reactants are: [Cl:1][C:2]1[CH:7]=[CH:6][C:5]([CH2:8][N:9]2[C:13]3[CH:14](O)[CH2:15][CH2:16][CH2:17][C:12]=3[N:11]=[C:10]2[C:19]([CH3:22])([CH3:21])[CH3:20])=[CH:4][CH:3]=1.[CH2:23]([O:25][C:26]([CH:28]([C:34]([O:36][CH2:37][CH3:38])=[O:35])[C:29]([O:31][CH2:32][CH3:33])=[O:30])=[O:27])[CH3:24].CP(C)C.N(C(OC(C)C)=O)=NC(OC(C)C)=O. Given the product [CH2:37]([O:36][C:34]([C:28]([CH:14]1[C:13]2[N:9]([CH2:8][C:5]3[CH:6]=[CH:7][C:2]([Cl:1])=[CH:3][CH:4]=3)[C:10]([C:19]([CH3:20])([CH3:21])[CH3:22])=[N:11][C:12]=2[CH2:17][CH2:16][CH2:15]1)([C:26]([O:25][CH2:23][CH3:24])=[O:27])[C:29]([O:31][CH2:32][CH3:33])=[O:30])=[O:35])[CH3:38], predict the reactants needed to synthesize it. (3) Given the product [CH:13]1([C:16]([N:18]2[CH2:22][CH2:21][C@@H:20]([CH2:23][NH:24][C:2]3[CH:9]=[CH:8][C:5]([C:6]#[N:7])=[CH:4][C:3]=3[N+:10]([O-:12])=[O:11])[CH2:19]2)=[O:17])[CH2:14][CH2:15]1, predict the reactants needed to synthesize it. The reactants are: Cl[C:2]1[CH:9]=[CH:8][C:5]([C:6]#[N:7])=[CH:4][C:3]=1[N+:10]([O-:12])=[O:11].[CH:13]1([C:16]([N:18]2[CH2:22][CH2:21][C@@H:20]([CH2:23][NH2:24])[CH2:19]2)=[O:17])[CH2:15][CH2:14]1.CCN(C(C)C)C(C)C. (4) Given the product [F:1][C:2]1[CH:3]=[CH:4][C:5]([N:8]2[C@H:11]([C:12]3[CH:13]=[CH:14][C:15]([OH:18])=[CH:16][CH:17]=3)[C@@H:10]([CH2:19][CH2:20][C@@H:21]([C:23]3[CH:24]=[CH:25][C:26]([F:29])=[CH:27][CH:28]=3)[OH:22])[C:9]2=[O:30])=[CH:6][CH:7]=1, predict the reactants needed to synthesize it. The reactants are: [F:1][C:2]1[CH:7]=[CH:6][C:5]([N:8]2[C@H:11]([C:12]3[CH:17]=[CH:16][C:15]([OH:18])=[CH:14][CH:13]=3)[C@@H:10]([CH2:19][CH2:20][C:21]([C:23]3[CH:28]=[CH:27][C:26]([F:29])=[CH:25][CH:24]=3)=[O:22])[C:9]2=[O:30])=[CH:4][CH:3]=1.B1(C)OC(C2C=CC=CC=2)(C2C=CC=CC=2)[C@@H]2N1CCC2.C1(C)C=CC=CC=1.